Dataset: Reaction yield outcomes from USPTO patents with 853,638 reactions. Task: Predict the reaction yield, written as a fraction of the theoretical maximum amount of product (1.0 means a 100% yield; for example, 0.34 means a 34% yield). (1) The reactants are [S:1]1[C:9]2[C:4](=[N:5][CH:6]=[CH:7][CH:8]=2)[N:3]=[C:2]1[O:10][C:11]1[CH:16]=[CH:15][C:14]([CH2:17]O)=[CH:13][CH:12]=1.O=S(Cl)[Cl:21]. The catalyst is C(Cl)Cl. The product is [Cl:21][CH2:17][C:14]1[CH:15]=[CH:16][C:11]([O:10][C:2]2[S:1][C:9]3[C:4]([N:3]=2)=[N:5][CH:6]=[CH:7][CH:8]=3)=[CH:12][CH:13]=1. The yield is 1.00. (2) The reactants are [Br:1][C:2]1[C:11]2[C:6](=[CH:7][C:8]([C:12]3[N:13]=[C:14]([C:17]4[CH:22]=[CH:21][CH:20]=[CH:19][CH:18]=4)[S:15][CH:16]=3)=[CH:9][CH:10]=2)[CH:5]=[CH:4][C:3]=1[O:23][CH2:24][C:25]1[CH:34]=[CH:33][C:28]([C:29]([O:31]C)=[O:30])=[CH:27][CH:26]=1.[OH-].[Na+]. The catalyst is C1COCC1.CO.O. The product is [Br:1][C:2]1[C:11]2[C:6](=[CH:7][C:8]([C:12]3[N:13]=[C:14]([C:17]4[CH:18]=[CH:19][CH:20]=[CH:21][CH:22]=4)[S:15][CH:16]=3)=[CH:9][CH:10]=2)[CH:5]=[CH:4][C:3]=1[O:23][CH2:24][C:25]1[CH:26]=[CH:27][C:28]([C:29]([OH:31])=[O:30])=[CH:33][CH:34]=1. The yield is 0.730. (3) The product is [Cl:12][C:13]1[N:18]=[C:17]([NH:1][C:2]2[CH:11]=[CH:10][CH:9]=[CH:8][C:3]=2[C:4]([NH:6][CH3:7])=[O:5])[C:16]([Cl:20])=[CH:15][N:14]=1. The yield is 0.920. The catalyst is CN(C=O)C. The reactants are [NH2:1][C:2]1[CH:11]=[CH:10][CH:9]=[CH:8][C:3]=1[C:4]([NH:6][CH3:7])=[O:5].[Cl:12][C:13]1[N:18]=[C:17](Cl)[C:16]([Cl:20])=[CH:15][N:14]=1.C(=O)([O-])[O-].[K+].[K+].O.